From a dataset of Peptide-MHC class I binding affinity with 185,985 pairs from IEDB/IMGT. Regression. Given a peptide amino acid sequence and an MHC pseudo amino acid sequence, predict their binding affinity value. This is MHC class I binding data. The peptide sequence is EEDEGEELF. The MHC is HLA-A69:01 with pseudo-sequence HLA-A69:01. The binding affinity (normalized) is 0.0847.